This data is from Reaction yield outcomes from USPTO patents with 853,638 reactions. The task is: Predict the reaction yield, written as a fraction of the theoretical maximum amount of product (1.0 means a 100% yield; for example, 0.34 means a 34% yield). (1) The reactants are [Cl:1][C:2]1[CH:9]=[C:8]([Cl:10])[CH:7]=[C:6]([Cl:11])[C:3]=1[CH:4]=O.C([O-])(=O)C.[NH4+].[N+:17]([CH2:20][CH3:21])([O-:19])=[O:18]. The catalyst is C(O)(=O)C. The product is [Cl:1][C:2]1[CH:9]=[C:8]([Cl:10])[CH:7]=[C:6]([Cl:11])[C:3]=1/[CH:4]=[C:20](/[N+:17]([O-:19])=[O:18])\[CH3:21]. The yield is 0.610. (2) The reactants are [Br-].[CH2:2]([P+](C1C=CC=CC=1)(C1C=CC=CC=1)C1C=CC=CC=1)[CH2:3][CH3:4].C([Li])CCC.[CH2:29]([O:36][C:37]1[CH:44]=[CH:43][C:40]([CH:41]=O)=[C:39]([OH:45])[CH:38]=1)[C:30]1[CH:35]=[CH:34][CH:33]=[CH:32][CH:31]=1.ClCCl. The catalyst is C1COCC1. The product is [CH2:29]([O:36][C:37]1[CH:44]=[CH:43][C:40]([CH:41]=[CH:2][CH2:3][CH3:4])=[C:39]([OH:45])[CH:38]=1)[C:30]1[CH:35]=[CH:34][CH:33]=[CH:32][CH:31]=1. The yield is 0.900. (3) The reactants are [N:1]1[CH:6]=[CH:5][C:4]([C:7]2[CH:15]=[CH:14][CH:13]=[C:12]3[C:8]=2[C:9]([NH2:16])=[N:10][NH:11]3)=[CH:3][CH:2]=1.CC1(C)OC(=O)[CH:21]([C:25]([CH:27]2[CH2:32][CH2:31][N:30]([C:33]([O:35][C:36]([CH3:39])([CH3:38])[CH3:37])=[O:34])[CH2:29][CH2:28]2)=[O:26])[C:20](=O)[O:19]1. The catalyst is C(#N)C. The product is [O:19]=[C:20]([NH:16][C:9]1[C:8]2[C:12](=[CH:13][CH:14]=[CH:15][C:7]=2[C:4]2[CH:3]=[CH:2][N:1]=[CH:6][CH:5]=2)[NH:11][N:10]=1)[CH2:21][C:25]([CH:27]1[CH2:28][CH2:29][N:30]([C:33]([O:35][C:36]([CH3:39])([CH3:38])[CH3:37])=[O:34])[CH2:31][CH2:32]1)=[O:26]. The yield is 0.100.